Dataset: Catalyst prediction with 721,799 reactions and 888 catalyst types from USPTO. Task: Predict which catalyst facilitates the given reaction. (1) Reactant: [C:1]([O:5][C:6]([NH:8][C@@H:9]([CH2:13][CH3:14])[C:10]([OH:12])=[O:11])=[O:7])([CH3:4])([CH3:3])[CH3:2].I[CH3:16].[H-].[Na+]. Product: [C:1]([O:5][C:6]([N:8]([CH3:16])[C@@H:9]([CH2:13][CH3:14])[C:10]([OH:12])=[O:11])=[O:7])([CH3:4])([CH3:3])[CH3:2]. The catalyst class is: 1. (2) Reactant: [I:1][C:2]1[CH:3]=[N:4][NH:5][CH:6]=1.C1(C)C=CC(S(O[CH2:17][C@H:18]2[CH2:22][O:21][C:20]([CH3:24])([CH3:23])[O:19]2)(=O)=O)=CC=1.C([O-])([O-])=O.[Cs+].[Cs+].CN(C=O)C. Product: [CH3:23][C:20]1([CH3:24])[O:19][C@@H:18]([CH2:17][N:4]2[CH:3]=[C:2]([I:1])[CH:6]=[N:5]2)[CH2:22][O:21]1. The catalyst class is: 25. (3) Reactant: CS(O[CH2:6][CH2:7][C:8]1[N:20]=[C:19]2[N:10]([C:11]([NH2:26])=[N:12][C:13]3[C:18]2=[CH:17][CH:16]=[C:15]2[O:21][C:22]([F:25])([F:24])[O:23][C:14]=32)[N:9]=1)(=O)=O.C(N(CC)C(C)C)(C)C.[I-].[K+].[N:38]1[CH:43]=[CH:42][CH:41]=[C:40]2[CH2:44][NH:45][CH2:46][C:39]=12. Product: [N:38]1[CH:43]=[CH:42][CH:41]=[C:40]2[CH2:44][N:45]([CH2:6][CH2:7][C:8]3[N:20]=[C:19]4[N:10]([C:11]([NH2:26])=[N:12][C:13]5[C:18]4=[CH:17][CH:16]=[C:15]4[O:21][C:22]([F:25])([F:24])[O:23][C:14]=54)[N:9]=3)[CH2:46][C:39]=12. The catalyst class is: 9.